Dataset: Full USPTO retrosynthesis dataset with 1.9M reactions from patents (1976-2016). Task: Predict the reactants needed to synthesize the given product. (1) Given the product [CH3:70][O:71][C:16](=[O:17])[C@@H:15]([NH:14][C:12](=[O:13])[C:11]1[C:37]([F:39])=[CH:38][C:8]([CH2:7][NH:6][CH2:5][C:4]2[CH:3]=[C:2]([F:1])[C:43]([C:44](=[O:68])[NH:45][C@H:46]([C:65]([O:67][CH3:72])=[O:66])[CH2:47][C:48]3[CH:49]=[CH:50][C:51]([C:54]4[C:55](=[O:64])[N:56]([CH3:63])[C:57](=[O:62])[N:58]([CH3:61])[C:59]=4[CH3:60])=[CH:52][CH:53]=3)=[C:42]([F:69])[CH:41]=2)=[CH:9][C:10]=1[F:40])[CH2:19][C:20]1[CH:21]=[CH:22][C:23]([C:26]2[C:27](=[O:36])[N:28]([CH3:35])[C:29](=[O:34])[N:30]([CH3:33])[C:31]=2[CH3:32])=[CH:24][CH:25]=1, predict the reactants needed to synthesize it. The reactants are: [F:1][C:2]1[CH:3]=[C:4]([CH:41]=[C:42]([F:69])[C:43]=1[C:44](=[O:68])[NH:45][C@H:46]([C:65]([OH:67])=[O:66])[CH2:47][C:48]1[CH:53]=[CH:52][C:51]([C:54]2[C:55](=[O:64])[N:56]([CH3:63])[C:57](=[O:62])[N:58]([CH3:61])[C:59]=2[CH3:60])=[CH:50][CH:49]=1)[CH2:5][NH:6][CH2:7][C:8]1[CH:38]=[C:37]([F:39])[C:11]([C:12]([NH:14][C@@H:15]([CH2:19][C:20]2[CH:25]=[CH:24][C:23]([C:26]3[C:27](=[O:36])[N:28]([CH3:35])[C:29](=[O:34])[N:30]([CH3:33])[C:31]=3[CH3:32])=[CH:22][CH:21]=2)[C:16](O)=[O:17])=[O:13])=[C:10]([F:40])[CH:9]=1.[CH3:70][OH:71].[CH3:72][Si](Cl)(C)C. (2) Given the product [NH2:1][C:2]1[CH:3]=[C:4]2[C:9](=[CH:10][CH:11]=1)[N:8]=[C:7]([C:12]1[CH:20]=[CH:19][C:15]3[O:16][CH2:17][CH2:21][C:14]=3[CH:13]=1)[N:6]=[CH:5]2, predict the reactants needed to synthesize it. The reactants are: [NH2:1][C:2]1[CH:3]=[C:4]2[C:9](=[CH:10][CH:11]=1)[N:8]=[C:7]([C:12]1[CH:20]=[CH:19][C:15]3[O:16][CH2:17]O[C:14]=3[CH:13]=1)[N:6]=[CH:5]2.[CH:21](Cl)(Cl)Cl.CO.